Dataset: Forward reaction prediction with 1.9M reactions from USPTO patents (1976-2016). Task: Predict the product of the given reaction. Given the reactants Br[C:2]1[C:10]2[N:9]3[CH2:11][CH2:12][NH:13][C:14](=[O:15])[C:8]3=[C:7]([CH3:16])[C:6]=2[CH:5]=[C:4]([F:17])[CH:3]=1.[Cl:18][C:19]1[N:24]=[CH:23][C:22](B(O)O)=[CH:21][CH:20]=1, predict the reaction product. The product is: [Cl:18][C:19]1[N:24]=[CH:23][C:22]([C:2]2[C:10]3[N:9]4[CH2:11][CH2:12][NH:13][C:14](=[O:15])[C:8]4=[C:7]([CH3:16])[C:6]=3[CH:5]=[C:4]([F:17])[CH:3]=2)=[CH:21][CH:20]=1.